This data is from NCI-60 drug combinations with 297,098 pairs across 59 cell lines. The task is: Regression. Given two drug SMILES strings and cell line genomic features, predict the synergy score measuring deviation from expected non-interaction effect. (1) Drug 1: CC1=C2C(C(=O)C3(C(CC4C(C3C(C(C2(C)C)(CC1OC(=O)C(C(C5=CC=CC=C5)NC(=O)C6=CC=CC=C6)O)O)OC(=O)C7=CC=CC=C7)(CO4)OC(=O)C)O)C)OC(=O)C. Drug 2: C1CN(P(=O)(OC1)NCCCl)CCCl. Cell line: NCI-H460. Synergy scores: CSS=14.5, Synergy_ZIP=-0.419, Synergy_Bliss=-2.16, Synergy_Loewe=-60.9, Synergy_HSA=-2.93. (2) Drug 1: C#CCC(CC1=CN=C2C(=N1)C(=NC(=N2)N)N)C3=CC=C(C=C3)C(=O)NC(CCC(=O)O)C(=O)O. Drug 2: C1CN(CCN1C(=O)CCBr)C(=O)CCBr. Cell line: IGROV1. Synergy scores: CSS=12.3, Synergy_ZIP=-1.55, Synergy_Bliss=0.714, Synergy_Loewe=-0.135, Synergy_HSA=-0.184. (3) Drug 1: CC1OCC2C(O1)C(C(C(O2)OC3C4COC(=O)C4C(C5=CC6=C(C=C35)OCO6)C7=CC(=C(C(=C7)OC)O)OC)O)O. Drug 2: CC(C)CN1C=NC2=C1C3=CC=CC=C3N=C2N. Cell line: SNB-19. Synergy scores: CSS=26.0, Synergy_ZIP=0.0988, Synergy_Bliss=-3.87, Synergy_Loewe=-13.4, Synergy_HSA=-5.54. (4) Drug 1: C1=CC(=CC=C1CCC2=CNC3=C2C(=O)NC(=N3)N)C(=O)NC(CCC(=O)O)C(=O)O. Drug 2: N.N.Cl[Pt+2]Cl. Cell line: HS 578T. Synergy scores: CSS=7.20, Synergy_ZIP=-2.52, Synergy_Bliss=2.74, Synergy_Loewe=-10.2, Synergy_HSA=1.18. (5) Drug 1: CC(CN1CC(=O)NC(=O)C1)N2CC(=O)NC(=O)C2. Drug 2: C1C(C(OC1N2C=NC3=C2NC=NCC3O)CO)O. Cell line: PC-3. Synergy scores: CSS=18.6, Synergy_ZIP=-4.21, Synergy_Bliss=0.379, Synergy_Loewe=-0.234, Synergy_HSA=1.17. (6) Drug 1: CC(CN1CC(=O)NC(=O)C1)N2CC(=O)NC(=O)C2. Drug 2: CS(=O)(=O)CCNCC1=CC=C(O1)C2=CC3=C(C=C2)N=CN=C3NC4=CC(=C(C=C4)OCC5=CC(=CC=C5)F)Cl. Cell line: HCC-2998. Synergy scores: CSS=-0.446, Synergy_ZIP=-1.27, Synergy_Bliss=-2.53, Synergy_Loewe=-4.75, Synergy_HSA=-4.52.